This data is from Catalyst prediction with 721,799 reactions and 888 catalyst types from USPTO. The task is: Predict which catalyst facilitates the given reaction. Reactant: [F:1][C:2]1[C:11]([F:12])=[C:10]2[C:5]([C:6]3[CH:17]=[CH:16][C:15]([N+:18]([O-])=O)=[CH:14][C:7]=3[C:8](=[O:13])[O:9]2)=[CH:4][CH:3]=1. Product: [NH2:18][C:15]1[CH:16]=[CH:17][C:6]2[C:5]3[C:10](=[C:11]([F:12])[C:2]([F:1])=[CH:3][CH:4]=3)[O:9][C:8](=[O:13])[C:7]=2[CH:14]=1. The catalyst class is: 505.